From a dataset of Reaction yield outcomes from USPTO patents with 853,638 reactions. Predict the reaction yield, written as a fraction of the theoretical maximum amount of product (1.0 means a 100% yield; for example, 0.34 means a 34% yield). (1) The reactants are [Br:1][C:2]1[CH:7]=[CH:6][C:5]([S:8](Cl)(=[O:10])=[O:9])=[C:4]([O:12][C:13]([F:16])([F:15])[F:14])[CH:3]=1.[NH:17]1[CH2:21][CH2:20][CH2:19][CH2:18]1. The catalyst is ClCCl. The product is [Br:1][C:2]1[CH:7]=[CH:6][C:5]([S:8]([N:17]2[CH2:21][CH2:20][CH2:19][CH2:18]2)(=[O:10])=[O:9])=[C:4]([O:12][C:13]([F:16])([F:15])[F:14])[CH:3]=1. The yield is 0.650. (2) The reactants are Br[C:2]1[CH:7]=[CH:6][CH:5]=[C:4]([F:8])[CH:3]=1.[F:9][C:10]1[CH:11]=[C:12]([CH:15]=[CH:16][C:17]=1[O:18][CH3:19])[CH:13]=[O:14]. The product is [F:9][C:10]1[CH:11]=[C:12]([CH:15]=[CH:16][C:17]=1[O:18][CH3:19])[CH:13]([OH:14])[C:2]1[CH:7]=[CH:6][CH:5]=[C:4]([F:8])[CH:3]=1. The yield is 0.944. The catalyst is C1COCC1. (3) The reactants are O[CH2:2][C:3]1[C:4]([CH3:9])=[N:5][CH:6]=[CH:7][CH:8]=1.O=S(Cl)[Cl:12].O. The catalyst is C(Cl)(Cl)Cl.C1(C)C=CC=CC=1. The product is [ClH:12].[Cl:12][CH2:2][C:3]1[C:4]([CH3:9])=[N:5][CH:6]=[CH:7][CH:8]=1. The yield is 0.870. (4) The reactants are Br[C:2]1[CH:3]=[C:4]([N:8]2[CH2:12][CH2:11][N:10]([C:13]3[CH:23]=[CH:22][C:16]([C:17]([O:19][CH2:20]C)=[O:18])=[CH:15][CH:14]=3)[C:9]2=[O:24])[CH:5]=[CH:6][CH:7]=1.I[C:26]1[CH:27]=[C:28](N2CCN([C:26]3[CH:31]=[CH:30][C:29](C(OC)=O)=[CH:28][CH:27]=3)C2=O)[CH:29]=[CH:30][CH:31]=1. The catalyst is O1CCCC1.C(OCC)(=O)C.[Cl-].[Na+].O.CC(C)([P](C(C)(C)C)([Pd][P](C(C)(C)C)(C(C)(C)C)C(C)(C)C)C(C)(C)C)C. The product is [CH:26]1([C:2]2[CH:3]=[C:4]([N:8]3[CH2:12][CH2:11][N:10]([C:13]4[CH:23]=[CH:22][C:16]([C:17]([O:19][CH3:20])=[O:18])=[CH:15][CH:14]=4)[C:9]3=[O:24])[CH:5]=[CH:6][CH:7]=2)[CH2:27][CH2:28][CH2:29][CH2:30][CH2:31]1. The yield is 0.810. (5) The reactants are P(Cl)(Cl)([Cl:3])=O.C(O[C:9](=O)[C:10](=[CH:16][NH:17][C:18]1[CH:23]=[CH:22][CH:21]=[CH:20][CH:19]=1)[C:11]([O:13][CH2:14][CH3:15])=[O:12])C. No catalyst specified. The product is [CH2:14]([O:13][C:11]([C:10]1[CH:16]=[N:17][C:18]2[C:19]([C:9]=1[Cl:3])=[CH:20][CH:21]=[CH:22][CH:23]=2)=[O:12])[CH3:15]. The yield is 0.500. (6) The reactants are [CH2:1]([C:5]1[O:6][C:7]2[CH:13]=[CH:12][CH:11]=[CH:10][C:8]=2[CH:9]=1)[CH2:2][CH2:3][CH3:4].[Br:14][C:15]1[CH:23]=[CH:22][C:18]([C:19](Cl)=[O:20])=[CH:17][CH:16]=1.[Al+3].[Cl-].[Cl-].[Cl-]. The catalyst is ClCCl. The product is [Br:14][C:15]1[CH:23]=[CH:22][C:18]([C:19]([C:9]2[C:8]3[CH:10]=[CH:11][CH:12]=[CH:13][C:7]=3[O:6][C:5]=2[CH2:1][CH2:2][CH2:3][CH3:4])=[O:20])=[CH:17][CH:16]=1. The yield is 0.360. (7) The reactants are C[O:2][C:3](=[O:32])[C@H:4]([C:10]1[C:11]([CH3:31])=[CH:12][C:13]2[N:14]([CH:27]=[C:28]([NH2:30])[N:29]=2)[C:15]=1[N:16]1[CH2:21][CH2:20][C:19]([O:23][CH2:24][CH:25]=[CH2:26])([CH3:22])[CH2:18][CH2:17]1)[O:5][C:6]([CH3:9])([CH3:8])[CH3:7].[F:33][C:34]1[CH:39]=[CH:38][C:37]([S:40](Cl)(=[O:42])=[O:41])=[CH:36][CH:35]=1.O.CO. The catalyst is C1COCC1. The product is [CH2:24]([O:23][C:19]1([CH3:22])[CH2:18][CH2:17][N:16]([C:15]2[N:14]3[CH:27]=[C:28]([NH:30][S:40]([C:37]4[CH:38]=[CH:39][C:34]([F:33])=[CH:35][CH:36]=4)(=[O:42])=[O:41])[N:29]=[C:13]3[CH:12]=[C:11]([CH3:31])[C:10]=2[C@H:4]([O:5][C:6]([CH3:8])([CH3:9])[CH3:7])[C:3]([OH:2])=[O:32])[CH2:21][CH2:20]1)[CH:25]=[CH2:26]. The yield is 0.130. (8) The reactants are [Cl:1][C:2]1[CH:10]=[C:6]([C:7]([OH:9])=O)[C:5]([OH:11])=[CH:4][CH:3]=1.[F:12][C:13]([F:22])([F:21])[C:14]1[CH:20]=[CH:19][CH:18]=[CH:17][C:15]=1[NH2:16]. No catalyst specified. The product is [Cl:1][C:2]1[CH:3]=[CH:4][C:5]([OH:11])=[C:6]([CH:10]=1)[C:7]([NH:16][C:15]1[CH:17]=[CH:18][CH:19]=[CH:20][C:14]=1[C:13]([F:12])([F:21])[F:22])=[O:9]. The yield is 0.580.